This data is from Experimentally validated miRNA-target interactions with 360,000+ pairs, plus equal number of negative samples. The task is: Binary Classification. Given a miRNA mature sequence and a target amino acid sequence, predict their likelihood of interaction. The miRNA is hsa-miR-8485 with sequence CACACACACACACACACGUAU. The protein sequence of the target gene is MDSVSFEDVAVAFTQEEWALLDPSQKNLYRDVMQEIFRNLASVGNKSEDQNIQDDFKNPGRNLSSHVVERLFEIKEGSQYGETFSQDSNLNLNKKVSTGVKPCECSVCGKVFICHSALHRHILSHIGNKLFECEECPEKLYHCKQCGKAFISLTSVDRHMVTHTSNGPYKGPVYEKPFDFPSVFQMPQSTYTGEKTYKCKHCDKAFNYSSYLREHERTHTGEKPYACKKCGKSFTFSSSLRQHERSHTGEKPYECKECGKAFSRSTYLGIHERTHTGEKPYECIKCGKAFRCSRVLRVHE.... Result: 1 (interaction).